This data is from Full USPTO retrosynthesis dataset with 1.9M reactions from patents (1976-2016). The task is: Predict the reactants needed to synthesize the given product. (1) Given the product [F:1][C:2]1[CH:3]=[CH:4][C:5]([CH:8]([C:14]2[C:19](=[O:20])[C:18]([CH3:21])=[C:17]([CH3:22])[C:16](=[O:23])[C:15]=2[CH3:24])[CH2:9][CH2:10][C:11]([O:13][CH2:34][CH2:33][CH2:32][CH2:31][CH2:30][CH2:29][O:28][N+:25]([O-:27])=[O:26])=[O:12])=[CH:6][CH:7]=1, predict the reactants needed to synthesize it. The reactants are: [F:1][C:2]1[CH:7]=[CH:6][C:5]([CH:8]([C:14]2[C:19](=[O:20])[C:18]([CH3:21])=[C:17]([CH3:22])[C:16](=[O:23])[C:15]=2[CH3:24])[CH2:9][CH2:10][C:11]([OH:13])=[O:12])=[CH:4][CH:3]=1.[N+:25]([O:28][CH2:29][CH2:30][CH2:31][CH2:32][CH2:33][CH2:34]O)([O-:27])=[O:26].C(N=C=NCCCN(C)C)C. (2) Given the product [C:10]1([C:49]2[CH:50]=[CH:51][CH:52]=[CH:53][CH:54]=2)[CH:15]=[CH:14][C:13]([N:16]([C:17]2[CH:29]=[CH:28][C:57]3[S:21][C:20]4[CH:19]=[CH:23][CH:22]=[CH:27][C:58]=4[C:56]=3[CH:55]=2)[C:6]2[CH:5]=[C:4]([Br:9])[CH:3]=[C:2]([N:16]([C:13]3[CH:14]=[CH:15][C:10]([C:30]4[CH:31]=[CH:32][CH:33]=[CH:34][CH:35]=4)=[CH:11][CH:12]=3)[C:17]3[CH:29]=[CH:28][C:20]4[S:21][C:22]5[CH:27]=[CH:26][CH:25]=[CH:24][C:23]=5[C:19]=4[CH:18]=3)[CH:7]=2)=[CH:12][CH:11]=1, predict the reactants needed to synthesize it. The reactants are: Br[C:2]1[CH:7]=[C:6](Br)[CH:5]=[C:4]([Br:9])[CH:3]=1.[C:10]1([C:30]2[CH:35]=[CH:34][CH:33]=[CH:32][CH:31]=2)[CH:15]=[CH:14][C:13]([NH:16][C:17]2[CH:29]=[CH:28][C:20]3[S:21][C:22]4[CH:27]=[CH:26][CH:25]=[CH:24][C:23]=4[C:19]=3[CH:18]=2)=[CH:12][CH:11]=1.[CH:49]1[CH:54]=[CH:53][C:52](P([C:49]2[CH:54]=[CH:53][CH:52]=[CH:51][CH:50]=2)[C:49]2[CH:54]=[CH:53][CH:52]=[CH:51][CH:50]=2)=[CH:51][CH:50]=1.[CH3:55][C:56]([O-])([CH3:58])[CH3:57].[Na+]. (3) Given the product [C:41]([C:38]1[CH:39]=[C:40]2[C:35](=[CH:36][CH:37]=1)[NH:34][CH:33]=[C:32]2[CH2:31][CH2:30][CH2:29][CH2:28][N:4]1[CH2:3][CH2:2][N:1]([C:7]2[CH:8]=[CH:9][C:10]3[O:14][C:13]([C:15]([NH2:47])=[O:17])=[CH:12][C:11]=3[CH:20]=2)[CH2:6][CH2:5]1)#[N:42], predict the reactants needed to synthesize it. The reactants are: [N:1]1([C:7]2[CH:8]=[CH:9][C:10]3[O:14][C:13]([C:15]([O:17]CC)=O)=[CH:12][C:11]=3[CH:20]=2)[CH2:6][CH2:5][NH:4][CH2:3][CH2:2]1.C(=O)([O-])[O-].[K+].[K+].Cl[CH2:28][CH2:29][CH2:30][CH2:31][C:32]1[C:40]2[C:35](=[CH:36][CH:37]=[C:38]([C:41]#[N:42])[CH:39]=2)[NH:34][CH:33]=1.[I-].[K+].C(#[N:47])C.